Dataset: Catalyst prediction with 721,799 reactions and 888 catalyst types from USPTO. Task: Predict which catalyst facilitates the given reaction. (1) Reactant: [O:1]1[C:5]2([CH2:10][CH2:9][CH:8]([N:11]3[C:19]4[C:14](=[CH:15][CH:16]=[CH:17][CH:18]=4)[CH2:13][CH2:12]3)[CH2:7][CH2:6]2)[O:4][CH2:3][CH2:2]1.[Br:20]N1C(=O)CCC1=O. Product: [Br:20][C:16]1[CH:15]=[C:14]2[C:19](=[CH:18][CH:17]=1)[N:11]([CH:8]1[CH2:9][CH2:10][C:5]3([O:4][CH2:3][CH2:2][O:1]3)[CH2:6][CH2:7]1)[CH2:12][CH2:13]2. The catalyst class is: 18. (2) The catalyst class is: 1. Reactant: O[N:2]=[CH:3][C:4]1[CH:5]=[C:6]([CH:9]=[CH:10][CH:11]=1)[C:7]#[N:8].[ClH:12].[O-:13]Cl.[Na+]. Product: [C:7]([C:6]1[CH:5]=[C:4]([CH:11]=[CH:10][CH:9]=1)[C:3]([NH:2][Cl:12])=[O:13])#[N:8]. (3) Reactant: C1(P(C2CCCCC2)C2C=CC=CC=2C2C(C(C)C)=CC(C(C)C)=CC=2C(C)C)CCCCC1.[O:35]1[CH2:40][CH2:39][N:38]([C:41]2[N:46]=[C:45]([NH2:47])[CH:44]=[N:43][CH:42]=2)[CH2:37][CH2:36]1.Cl[C:49]1[C:58]2[C:53](=[CH:54][C:55]([F:60])=[CH:56][C:57]=2[F:59])[N:52]=[C:51]([C:61]2[CH:66]=[C:65]([CH3:67])[CH:64]=[CH:63][N:62]=2)[C:50]=1[CH3:68].CC(C)([O-])C.[Na+]. Product: [F:59][C:57]1[CH:56]=[C:55]([F:60])[CH:54]=[C:53]2[C:58]=1[C:49]([NH:47][C:45]1[CH:44]=[N:43][CH:42]=[C:41]([N:38]3[CH2:39][CH2:40][O:35][CH2:36][CH2:37]3)[N:46]=1)=[C:50]([CH3:68])[C:51]([C:61]1[CH:66]=[C:65]([CH3:67])[CH:64]=[CH:63][N:62]=1)=[N:52]2. The catalyst class is: 101.